Dataset: Catalyst prediction with 721,799 reactions and 888 catalyst types from USPTO. Task: Predict which catalyst facilitates the given reaction. (1) Reactant: [CH3:1][C:2]1[CH:7]=[CH:6][C:5]([NH:8][C:9](=[O:20])[C:10]2[CH:15]=[CH:14][CH:13]=[C:12]([C:16]([F:19])([F:18])[F:17])[CH:11]=2)=[CH:4][C:3]=1/[CH:21]=[CH:22]/[N:23]1[CH:31]=[N:30][C:29]2[C:24]1=[N:25][CH:26]=[N:27][C:28]=2[NH:32][CH3:33]. Product: [CH3:1][C:2]1[CH:7]=[CH:6][C:5]([NH:8][C:9](=[O:20])[C:10]2[CH:15]=[CH:14][CH:13]=[C:12]([C:16]([F:17])([F:18])[F:19])[CH:11]=2)=[CH:4][C:3]=1[CH2:21][CH2:22][N:23]1[CH:31]=[N:30][C:29]2[C:24]1=[N:25][CH:26]=[N:27][C:28]=2[NH:32][CH3:33]. The catalyst class is: 19. (2) Reactant: [NH2:1][C@H:2]1[C:10]2[C:5](=[CH:6][CH:7]=[CH:8][CH:9]=2)[CH2:4][C@H:3]1[OH:11].[OH-].[K+].C1C[O:17][CH2:16]C1.C(=O)(OC(Cl)(Cl)Cl)OC(Cl)(Cl)Cl. Product: [O:11]1[C@@H:3]2[CH2:4][C:5]3[CH:6]=[CH:7][CH:8]=[CH:9][C:10]=3[C@@H:2]2[NH:1][C:16]1=[O:17]. The catalyst class is: 238. (3) Reactant: C([O:5][CH2:6][C@@H:7]([C:29]([O:31][CH:32]1[CH2:36][CH2:35][CH2:34][CH2:33]1)=[O:30])[NH:8][C:9](=[O:28])[NH:10][C:11]1[S:12][C:13]([C:17]2[CH:22]=[CH:21][C:20]([Cl:23])=[C:19]([S:24]([CH3:27])(=[O:26])=[O:25])[CH:18]=2)=[C:14]([CH3:16])[N:15]=1)(C)(C)C.Cl. Product: [Cl:23][C:20]1[CH:21]=[CH:22][C:17]([C:13]2[S:12][C:11]([NH:10][C:9]([NH:8][C@H:7]([C:29]([O:31][CH:32]3[CH2:33][CH2:34][CH2:35][CH2:36]3)=[O:30])[CH2:6][OH:5])=[O:28])=[N:15][C:14]=2[CH3:16])=[CH:18][C:19]=1[S:24]([CH3:27])(=[O:25])=[O:26]. The catalyst class is: 12. (4) Reactant: Br[C:2]1[S:3][CH:4]=[CH:5][C:6]=1[C:7]([O:9][CH3:10])=[O:8].C([Sn](CCCC)(CCCC)[C:16]1[N:21]=[CH:20][CH:19]=[CH:18][N:17]=1)CCC.[F-].[Cs+]. Product: [N:17]1[CH:18]=[CH:19][CH:20]=[N:21][C:16]=1[C:2]1[S:3][CH:4]=[CH:5][C:6]=1[C:7]([O:9][CH3:10])=[O:8]. The catalyst class is: 555. (5) Reactant: C1(P(C2C=CC=CC=2)C2C=CC=CC=2)C=CC=CC=1.N(C(OC(C)C)=O)=NC(OC(C)C)=O.[OH:34][C:35]1[CH:44]=[C:43]2[C:38]([CH2:39][CH2:40][C:41](=[O:45])[NH:42]2)=[CH:37][CH:36]=1.[C:46]([O:50][C:51]([N:53]1[CH2:58][CH2:57][CH:56](O)[CH2:55][CH2:54]1)=[O:52])([CH3:49])([CH3:48])[CH3:47]. Product: [O:45]=[C:41]1[CH2:40][CH2:39][C:38]2[C:43](=[CH:44][C:35]([O:34][CH:56]3[CH2:57][CH2:58][N:53]([C:51]([O:50][C:46]([CH3:49])([CH3:48])[CH3:47])=[O:52])[CH2:54][CH2:55]3)=[CH:36][CH:37]=2)[NH:42]1. The catalyst class is: 7. (6) Reactant: [F:1][C:2]1[CH:21]=[CH:20][C:5]([CH2:6][O:7][CH2:8][C:9]([NH:11][CH2:12][CH2:13][CH2:14][CH2:15][CH2:16][C:17]([OH:19])=O)=[O:10])=[CH:4][CH:3]=1.[C:22]1([C@@H:28]([CH2:30][OH:31])[NH2:29])[CH:27]=[CH:26][CH:25]=[CH:24][CH:23]=1.C1C=CC2N(O)N=NC=2C=1.C(Cl)CCl. Product: [F:1][C:2]1[CH:3]=[CH:4][C:5]([CH2:6][O:7][CH2:8][C:9]([NH:11][CH2:12][CH2:13][CH2:14][CH2:15][CH2:16][C:17]([NH:29][C@@H:28]([C:22]2[CH:27]=[CH:26][CH:25]=[CH:24][CH:23]=2)[CH2:30][OH:31])=[O:19])=[O:10])=[CH:20][CH:21]=1. The catalyst class is: 3. (7) Reactant: O[CH2:2][C:3]1[N:4]=[CH:5][N:6]([C:8]([O:10][C:11]([CH3:14])([CH3:13])[CH3:12])=[O:9])[CH:7]=1.OCC1N(C(OC(C)(C)C)=O)C=NC=1.O=S(Cl)[Cl:31]. Product: [Cl:31][CH2:2][C:3]1[N:4]=[CH:5][N:6]([C:8]([O:10][C:11]([CH3:14])([CH3:13])[CH3:12])=[O:9])[CH:7]=1. The catalyst class is: 85. (8) Product: [Br:3][C:4]1[CH:5]=[C:6]2[C:11](=[CH:12][CH:13]=1)[CH2:10][N:9]([C:14](=[O:16])[CH3:15])[CH:8]=[CH:7]2. The catalyst class is: 152. Reactant: [BH4-].[Na+].[Br:3][C:4]1[CH:5]=[C:6]2[C:11](=[CH:12][CH:13]=1)[CH:10]=[N:9][CH:8]=[CH:7]2.[C:14](O)(=[O:16])[CH3:15]. (9) Reactant: [S:1]([CH2:5][CH2:6][OH:7])[CH2:2][CH2:3][OH:4].N1C=CN=C1.[C:13]([Si:17](Cl)([C:24]1[CH:29]=[CH:28][CH:27]=[CH:26][CH:25]=1)[C:18]1[CH:23]=[CH:22][CH:21]=[CH:20][CH:19]=1)([CH3:16])([CH3:15])[CH3:14].C(OCC)(=O)C. Product: [Si:17]([O:4][CH2:3][CH2:2][S:1][CH2:5][CH2:6][OH:7])([C:13]([CH3:16])([CH3:15])[CH3:14])([C:24]1[CH:25]=[CH:26][CH:27]=[CH:28][CH:29]=1)[C:18]1[CH:23]=[CH:22][CH:21]=[CH:20][CH:19]=1. The catalyst class is: 4.